From a dataset of Forward reaction prediction with 1.9M reactions from USPTO patents (1976-2016). Predict the product of the given reaction. (1) Given the reactants [CH2:1]([O:8][C:9]1[CH:10]=[N:11][C:12]2[CH2:13][CH2:14][N:15](CC3C=CC(OC)=CC=3)[C:16](=[O:19])[C:17]=2[CH:18]=1)[C:2]1[CH:7]=[CH:6][CH:5]=[CH:4][CH:3]=1.[N+]([O-])([O-])=O.[NH4+].[Ce], predict the reaction product. The product is: [CH2:1]([O:8][C:9]1[CH:10]=[N:11][C:12]2[CH2:13][CH2:14][NH:15][C:16](=[O:19])[C:17]=2[CH:18]=1)[C:2]1[CH:3]=[CH:4][CH:5]=[CH:6][CH:7]=1. (2) Given the reactants C([O:8][C:9]1[C:14](=[O:15])[N:13]=[C:12]([CH2:16][C:17]2([C:22]3[CH:27]=[CH:26][C:25]([Cl:28])=[CH:24][CH:23]=3)[CH2:21][CH2:20][CH2:19][CH2:18]2)[N:11]2[CH2:29][CH2:30][N:31]([CH2:34][CH:35]3[CH2:37][CH2:36]3)[C:32](=[O:33])[C:10]=12)C1C=CC=CC=1.OS(O)(=O)=O.CO.CCCCCC, predict the reaction product. The product is: [Cl:28][C:25]1[CH:26]=[CH:27][C:22]([C:17]2([CH2:16][C:12]3[N:11]4[CH2:29][CH2:30][N:31]([CH2:34][CH:35]5[CH2:36][CH2:37]5)[C:32](=[O:33])[C:10]4=[C:9]([OH:8])[C:14](=[O:15])[N:13]=3)[CH2:21][CH2:20][CH2:19][CH2:18]2)=[CH:23][CH:24]=1. (3) The product is: [NH2:1][C:2]1[CH:7]=[CH:6][C:5]([CH2:8][CH2:9][CH2:10][CH3:12])=[CH:4][N:3]=1. Given the reactants [NH2:1][C:2]1[CH:7]=[CH:6][C:5]([CH2:8][CH2:9][CH3:10])=[CH:4][N:3]=1.N[C:12]1C=CC(Br)=CN=1.C([Mg]Cl)CCC, predict the reaction product. (4) Given the reactants [CH3:1][N:2]([CH3:19])[CH2:3][CH2:4][N:5]1[CH2:11][CH2:10][CH2:9][C:8]2[NH:12][C:13]([CH:16]=O)=[C:14]([CH3:15])[C:7]=2[C:6]1=[O:18].[Cl:20][C:21]1[CH:22]=[C:23]2[C:27](=[CH:28][CH:29]=1)[NH:26][C:25](=[O:30])[CH2:24]2.N1CCCCC1, predict the reaction product. The product is: [Cl:20][C:21]1[CH:22]=[C:23]2[C:27](=[CH:28][CH:29]=1)[NH:26][C:25](=[O:30])[C:24]2=[CH:16][C:13]1[NH:12][C:8]2[CH2:9][CH2:10][CH2:11][N:5]([CH2:4][CH2:3][N:2]([CH3:19])[CH3:1])[C:6](=[O:18])[C:7]=2[C:14]=1[CH3:15].